From a dataset of Full USPTO retrosynthesis dataset with 1.9M reactions from patents (1976-2016). Predict the reactants needed to synthesize the given product. (1) Given the product [F:19][C:18]([F:21])([F:20])[C:15]1[CH:16]=[CH:17][C:12]([N:2]2[CH2:7][CH2:6][CH:5]([C@H:8]([OH:10])[CH3:9])[CH2:4][CH2:3]2)=[CH:13][CH:14]=1, predict the reactants needed to synthesize it. The reactants are: Cl.[NH:2]1[CH2:7][CH2:6][CH:5]([C@H:8]([OH:10])[CH3:9])[CH2:4][CH2:3]1.F[C:12]1[CH:17]=[CH:16][C:15]([C:18]([F:21])([F:20])[F:19])=[CH:14][CH:13]=1.C(=O)([O-])[O-].[K+].[K+].O. (2) Given the product [NH2:10][C:7]1[CH:8]=[CH:9][C:4]([Br:14])=[CH:5][C:6]=1[CH:11]=[O:12], predict the reactants needed to synthesize it. The reactants are: COC(=O)[C:4]1[CH:9]=[CH:8][C:7]([NH2:10])=[C:6]([CH:11]=[O:12])[CH:5]=1.[Br:14]C1C=CC([N+]([O-])=O)=C(C)C=1. (3) Given the product [Cl:21][C:22]1[CH:27]=[CH:26][C:25]([NH:28][C:29]([CH:4]2[C:5](=[O:12])[CH:6]3[C:9]([CH3:10])([CH3:11])[C@@:2]([CH3:1])([CH2:8][CH2:7]3)[C:3]2=[O:13])=[O:30])=[CH:24][CH:23]=1, predict the reactants needed to synthesize it. The reactants are: [CH3:1][C@:2]12[C:9]([CH3:11])([CH3:10])[CH:6]([CH2:7][CH2:8]1)[C:5](=[O:12])[CH2:4][C:3]2=[O:13].C(N(CC)CC)C.[Cl:21][C:22]1[CH:27]=[CH:26][C:25]([N:28]=[C:29]=[O:30])=[CH:24][CH:23]=1.Cl.